From a dataset of TCR-epitope binding with 47,182 pairs between 192 epitopes and 23,139 TCRs. Binary Classification. Given a T-cell receptor sequence (or CDR3 region) and an epitope sequence, predict whether binding occurs between them. (1) The epitope is IQYIDIGNY. The TCR CDR3 sequence is CASRRETRPYNEQFF. Result: 0 (the TCR does not bind to the epitope). (2) The epitope is YLQPRTFLL. The TCR CDR3 sequence is CASSPSYAYEQYF. Result: 0 (the TCR does not bind to the epitope). (3) The epitope is KLGGALQAK. The TCR CDR3 sequence is CSVTGLAGGRETQYF. Result: 0 (the TCR does not bind to the epitope). (4) The epitope is IPSINVHHY. The TCR CDR3 sequence is CSVEWLNNEQFF. Result: 1 (the TCR binds to the epitope). (5) The epitope is ATVVIGTSK. The TCR CDR3 sequence is CASSQSPYEQYF. Result: 0 (the TCR does not bind to the epitope). (6) The epitope is YLDAYNMMI. The TCR CDR3 sequence is CSAEPTAQGYWGEQFF. Result: 1 (the TCR binds to the epitope). (7) The epitope is YEGNSPFHPL. The TCR CDR3 sequence is CASSPTSGASYNEQFF. Result: 0 (the TCR does not bind to the epitope). (8) The epitope is WICLLQFAY. The TCR CDR3 sequence is CASSPAGSPYYEQYF. Result: 1 (the TCR binds to the epitope). (9) The epitope is KLPDDFTGCV. The TCR CDR3 sequence is CASERTPVSYVETQYF. Result: 1 (the TCR binds to the epitope).